This data is from Retrosynthesis with 50K atom-mapped reactions and 10 reaction types from USPTO. The task is: Predict the reactants needed to synthesize the given product. Given the product Cc1ccc(S(=O)(=O)OCC[C@H]2CCOC[C@H]2F)cc1, predict the reactants needed to synthesize it. The reactants are: Cc1ccc(S(=O)(=O)Cl)cc1.OCC[C@H]1CCOC[C@H]1F.